From a dataset of Full USPTO retrosynthesis dataset with 1.9M reactions from patents (1976-2016). Predict the reactants needed to synthesize the given product. (1) Given the product [F:21][C:2]([F:1])([C:12]([F:19])([F:20])[C:13]([F:17])([F:18])[CH:14]([F:15])[F:16])[CH2:3][CH:23]([C:22]#[N:26])[C:24]#[N:25], predict the reactants needed to synthesize it. The reactants are: [F:1][C:2]([F:21])([C:12]([F:20])([F:19])[C:13]([F:18])([F:17])[CH:14]([F:16])[F:15])[CH2:3]OS(C(F)(F)F)(=O)=O.[C:22](#[N:26])[CH2:23][C:24]#[N:25].C(=O)([O-])[O-].[K+].[K+].Cl. (2) Given the product [F:1][C:2]1[CH:7]=[CH:6][CH:5]=[CH:4][C:3]=1[C:8]1[N:9]([S:37]([C:33]2[S:32][CH:36]=[CH:35][CH:34]=2)(=[O:39])=[O:38])[CH:10]=[C:11]([CH:13]=[O:14])[N:12]=1, predict the reactants needed to synthesize it. The reactants are: [F:1][C:2]1[CH:7]=[CH:6][CH:5]=[CH:4][C:3]=1[C:8]1[NH:9][CH:10]=[C:11]([CH:13]=[O:14])[N:12]=1.[H-].[Na+].C1OCCOCCOCCOCCOC1.[S:32]1[CH:36]=[CH:35][CH:34]=[C:33]1[S:37](Cl)(=[O:39])=[O:38]. (3) The reactants are: [F:1][C:2]1[CH:7]=[CH:6][C:5]([C:8]2[C:17]([N:18]3[C:27]4[C:22](=[CH:23][CH:24]=[CH:25][CH:26]=4)[CH2:21][CH2:20][CH2:19]3)=[N:16][C:15]3[C:10](=[CH:11][CH:12]=[C:13]([C:28]([O:30][CH3:31])=[O:29])[CH:14]=3)[N:9]=2)=[CH:4][CH:3]=1.[S:32](=[O:36])(=O)(O)[OH:33].S(Cl)([Cl:39])=O.C(OCC)(=O)C. Given the product [Cl:39][S:32]([C:24]1[CH:23]=[C:22]2[C:27](=[CH:26][CH:25]=1)[N:18]([C:17]1[C:8]([C:5]3[CH:6]=[CH:7][C:2]([F:1])=[CH:3][CH:4]=3)=[N:9][C:10]3[C:15]([N:16]=1)=[CH:14][C:13]([C:28]([O:30][CH3:31])=[O:29])=[CH:12][CH:11]=3)[CH2:19][CH2:20][CH2:21]2)(=[O:36])=[O:33], predict the reactants needed to synthesize it. (4) Given the product [Cl:18][C:16]1[CH:15]=[CH:14][C:11]2[S:12][CH:13]=[C:9]([CH2:8][NH:7][CH3:6])[C:10]=2[CH:17]=1, predict the reactants needed to synthesize it. The reactants are: C(O[C:6](=O)[NH:7][CH2:8][C:9]1[C:10]2[CH:17]=[C:16]([Cl:18])[CH:15]=[CH:14][C:11]=2[S:12][CH:13]=1)(C)(C)C.[H-].[Al+3].[Li+].[H-].[H-].[H-].Cl.